Dataset: Forward reaction prediction with 1.9M reactions from USPTO patents (1976-2016). Task: Predict the product of the given reaction. (1) Given the reactants ClC(Cl)(Cl)CO[C:5](=[O:23])[NH:6][C:7]1[N:8]([C:16]2[CH:21]=[CH:20][C:19]([CH3:22])=[CH:18][CH:17]=2)[N:9]=[C:10]([C:12]([CH3:15])([CH3:14])[CH3:13])[CH:11]=1.[CH3:26][C:27]([CH:40]1[CH2:45][CH2:44][N:43]([C:46]2[N:50]3[CH:51]=[C:52]([O:55][C@H:56]4[C:65]5[C:60](=[CH:61][CH:62]=[CH:63][CH:64]=5)[C@@H:59]([NH2:66])[CH2:58][CH2:57]4)[CH:53]=[CH:54][C:49]3=[N:48][N:47]=2)[CH2:42][CH2:41]1)([O:29][Si:30]([CH:37]([CH3:39])[CH3:38])([CH:34]([CH3:36])[CH3:35])[CH:31]([CH3:33])[CH3:32])[CH3:28].CCN(C(C)C)C(C)C.N, predict the reaction product. The product is: [C:12]([C:10]1[CH:11]=[C:7]([NH:6][C:5]([NH:66][C@@H:59]2[C:60]3[C:65](=[CH:64][CH:63]=[CH:62][CH:61]=3)[C@H:56]([O:55][C:52]3[CH:53]=[CH:54][C:49]4[N:50]([C:46]([N:43]5[CH2:42][CH2:41][CH:40]([C:27]([CH3:26])([O:29][Si:30]([CH:31]([CH3:33])[CH3:32])([CH:37]([CH3:39])[CH3:38])[CH:34]([CH3:36])[CH3:35])[CH3:28])[CH2:45][CH2:44]5)=[N:47][N:48]=4)[CH:51]=3)[CH2:57][CH2:58]2)=[O:23])[N:8]([C:16]2[CH:17]=[CH:18][C:19]([CH3:22])=[CH:20][CH:21]=2)[N:9]=1)([CH3:13])([CH3:14])[CH3:15]. (2) The product is: [Br:5][C:6]1[CH:7]=[CH:8][C:9]([Cl:14])=[C:10]([OH:12])[CH:11]=1. Given the reactants B(Br)(Br)Br.[Br:5][C:6]1[CH:7]=[CH:8][C:9]([Cl:14])=[C:10]([O:12]C)[CH:11]=1.C(=O)([O-])[O-].[K+].[K+].Cl, predict the reaction product. (3) Given the reactants C1([C:4]2[C:13]3[C:8](=[CH:9][CH:10]=[CH:11][CH:12]=3)[C:7]([N:14]=[C:15]=S)=[CH:6][CH:5]=2)CC1.[C:17](=[O:20])([O-])[O-].[K+].[K+].[CH2:23](Br)[C:24]1[CH:29]=[CH:28][CH:27]=[CH:26][CH:25]=1.C(O[CH2:35][CH3:36])(=O)C, predict the reaction product. The product is: [CH2:23]([N:14]([CH2:15][C:36]1[CH:35]=[CH:6][CH:5]=[CH:4][CH:13]=1)[C:7]1[C:8]2[C:13](=[CH:12][CH:11]=[C:10]([O:20][CH3:17])[CH:9]=2)[CH:4]=[CH:5][CH:6]=1)[C:24]1[CH:29]=[CH:28][CH:27]=[CH:26][CH:25]=1. (4) Given the reactants [CH3:1][S:2][C:3]1[O:4][C:5]2[CH:11]=[CH:10][CH:9]=[CH:8][C:6]=2[N:7]=1.F[B-](F)(F)F.[CH3:17][O+](C)C, predict the reaction product. The product is: [CH3:1][S:2][CH:3]1[N:7]([CH3:17])[C:6]2[CH:8]=[CH:9][CH:10]=[CH:11][C:5]=2[O:4]1. (5) Given the reactants [C:1]([O:5][C:6]([N:8]1[CH2:12][C@@H:11]([CH2:13][NH:14][CH:15]2[CH2:17][CH2:16]2)[C@H:10]([CH2:18][N:19]([C:23](=[O:37])[C:24]2[CH:29]=[CH:28][C:27]([CH3:30])=[C:26]([O:31][CH2:32][CH2:33][CH2:34][O:35][CH3:36])[CH:25]=2)[CH:20]([CH3:22])[CH3:21])[CH2:9]1)=[O:7])([CH3:4])([CH3:3])[CH3:2].[Cl-].C(N([CH2:44][CH3:45])CC)C, predict the reaction product. The product is: [C:1]([O:5][C:6]([N:8]1[CH2:9][C@@H:10]([CH2:18][N:19]([C:23](=[O:37])[C:24]2[CH:29]=[CH:28][C:27]([CH3:30])=[C:26]([O:31][CH2:32][CH2:33][CH2:34][O:35][CH3:36])[CH:25]=2)[CH:20]([CH3:22])[CH3:21])[C@H:11]([CH2:13][N:14]([CH:15]2[CH2:16][CH2:17]2)[C:1](=[O:5])[CH2:2][C:45]2[CH:44]=[CH:12][CH:11]=[CH:10][CH:9]=2)[CH2:12]1)=[O:7])([CH3:2])([CH3:3])[CH3:4]. (6) Given the reactants [Br:1][C:2]1[CH:10]=[CH:9][C:5]2[S:6][CH:7]=[CH:8][C:4]=2[CH:3]=1.[C:11](C1C2C=CC=C(Br)C=2SC=1)(=[O:13])[CH3:12], predict the reaction product. The product is: [C:11]([C:8]1[C:4]2[CH:3]=[C:2]([Br:1])[CH:10]=[CH:9][C:5]=2[S:6][CH:7]=1)(=[O:13])[CH3:12].